From a dataset of Forward reaction prediction with 1.9M reactions from USPTO patents (1976-2016). Predict the product of the given reaction. (1) Given the reactants [N+:1]([C:4]1[CH:5]=[N:6][NH:7][CH:8]=1)([O-])=O.[F:9][CH:10]([F:13])[CH2:11]I.C(=O)([O-])[O-].[K+].[K+].C(#N)C, predict the reaction product. The product is: [F:9][CH:10]([F:13])[CH2:11][N:6]1[CH:5]=[C:4]([NH2:1])[CH:8]=[N:7]1. (2) Given the reactants [F:1][C:2]1[CH:13]=[CH:12][C:11]([F:14])=[CH:10][C:3]=1[CH2:4][CH:5]([C:7](O)=O)[NH2:6].[OH-:15].[Na+].[C:17](O[C:17]([O:19][C:20]([CH3:23])([CH3:22])[CH3:21])=[O:18])([O:19][C:20]([CH3:23])([CH3:22])[CH3:21])=[O:18].[C:32]([OH:36])(C)(C)C, predict the reaction product. The product is: [CH3:21][C:20]([CH3:23])([O:19][C:17]([NH:6][C@H:5]([CH2:4][C:3]1[CH:10]=[C:11]([F:14])[CH:12]=[CH:13][C:2]=1[F:1])[CH2:7][C:32]([OH:36])=[O:15])=[O:18])[CH3:22]. (3) Given the reactants [Cl:1][C:2]1[CH:7]=[CH:6][C:5]([OH:8])=[CH:4][CH:3]=1.[Cl:9][C:10]1[N:18]=[C:17]2[C:13]([N:14]=[CH:15][N:16]2[CH3:19])=[C:12](Cl)[N:11]=1, predict the reaction product. The product is: [Cl:9][C:10]1[N:18]=[C:17]2[C:13]([N:14]=[CH:15][N:16]2[CH3:19])=[C:12]([O:8][C:5]2[CH:6]=[CH:7][C:2]([Cl:1])=[CH:3][CH:4]=2)[N:11]=1. (4) Given the reactants [CH:1]1([NH:7][C:8]2[CH:17]=[C:16]3[C:11]([C:12](=[O:30])[C:13]([O:21][CH2:22]/[CH:23]=[CH:24]/[C:25]([O:27][CH2:28][CH3:29])=[O:26])=[CH:14][N:15]3[CH:18]([CH3:20])[CH3:19])=[CH:10][C:9]=2[F:31])[CH2:6][CH2:5][CH2:4][CH2:3][CH2:2]1.[H][H], predict the reaction product. The product is: [CH:1]1([NH:7][C:8]2[CH:17]=[C:16]3[C:11]([C:12](=[O:30])[C:13]([O:21][CH2:22][CH2:23][CH2:24][C:25]([O:27][CH2:28][CH3:29])=[O:26])=[CH:14][N:15]3[CH:18]([CH3:19])[CH3:20])=[CH:10][C:9]=2[F:31])[CH2:2][CH2:3][CH2:4][CH2:5][CH2:6]1.